Dataset: Catalyst prediction with 721,799 reactions and 888 catalyst types from USPTO. Task: Predict which catalyst facilitates the given reaction. (1) Reactant: Cl[C:2]1[C:11]2[C:6](=[CH:7][CH:8]=[C:9](I)[CH:10]=2)[N:5]=[CH:4][N:3]=1.[NH:13]1[C:22]2[C:17](=[CH:18][CH:19]=[CH:20][CH:21]=2)[CH2:16][CH2:15][CH2:14]1.C(N(CC)CC)C.[N:30]1[C:39]2[C:34](=[CH:35][CH:36]=[CH:37][CH:38]=2)C=[N:32][CH:31]=1. Product: [N:13]1([C:2]2[C:11]3[C:6](=[CH:7][CH:8]=[C:9]([C:37]4[CH:36]=[C:35]5[CH:34]=[CH:39][NH:30][C:31]5=[N:32][CH:38]=4)[CH:10]=3)[N:5]=[CH:4][N:3]=2)[C:22]2[C:17](=[CH:18][CH:19]=[CH:20][CH:21]=2)[CH2:16][CH2:15][CH2:14]1. The catalyst class is: 12. (2) Reactant: [OH:1][CH2:2][C:3]1([CH3:23])[CH2:8][N:7]([C:9]([O:11][C:12]([CH3:15])([CH3:14])[CH3:13])=[O:10])[CH2:6][CH2:5][N:4]1[C:16]([O:18][C:19]([CH3:22])([CH3:21])[CH3:20])=[O:17].C([O-])(O)=O.[Na+].CC(OI1(OC(C)=O)(OC(C)=O)OC(=O)C2C=CC=CC1=2)=O. Product: [CH:2]([C:3]1([CH3:23])[CH2:8][N:7]([C:9]([O:11][C:12]([CH3:14])([CH3:15])[CH3:13])=[O:10])[CH2:6][CH2:5][N:4]1[C:16]([O:18][C:19]([CH3:22])([CH3:21])[CH3:20])=[O:17])=[O:1]. The catalyst class is: 2. (3) The catalyst class is: 5. Product: [F:1][C:2]([F:7])([F:6])[C:3]1[NH:17][C:15](=[O:16])[C:11]2[N:12]=[CH:13][NH:14][C:10]=2[N:5]=1. Reactant: [F:1][C:2]([F:7])([F:6])[C:3]([NH2:5])=O.Cl.N[C:10]1[NH:14][CH:13]=[N:12][C:11]=1[C:15]([NH2:17])=[O:16]. (4) The catalyst class is: 3. Product: [CH3:1][C@@H:2]1[CH2:3][CH2:4][C@H:5]([O:8][C:9]2[C:10]([C:22]([F:23])([F:25])[F:24])=[C:11]3[C:12](=[CH:17][CH:18]=2)[CH:13]=[C:14]([C:19]([N:33]2[CH:26]4[CH2:32][CH2:31][CH:30]2[CH2:29][CH:28]([C:34]([OH:36])=[O:35])[CH2:27]4)=[O:21])[CH:15]=[CH:16]3)[CH2:6][CH2:7]1. Reactant: [CH3:1][C@@H:2]1[CH2:7][CH2:6][C@H:5]([O:8][C:9]2[C:10]([C:22]([F:25])([F:24])[F:23])=[C:11]3[C:16](=[CH:17][CH:18]=2)[CH:15]=[C:14]([C:19]([OH:21])=O)[CH:13]=[CH:12]3)[CH2:4][CH2:3]1.[CH:26]12[NH:33][CH:30]([CH2:31][CH2:32]1)[CH2:29][CH:28]([C:34]([O:36]C)=[O:35])[CH2:27]2.Cl.CN(C(ON1N=NC2C=CC=NC1=2)=[N+](C)C)C.F[P-](F)(F)(F)(F)F.C(N(CC)C(C)C)(C)C.CC(O)=O.[OH-].[Na+]. (5) The catalyst class is: 36. Product: [O:1]([CH2:8][C:9]1[CH:18]=[CH:17][C:12]([C:13]([OH:15])=[O:14])=[CH:11][CH:10]=1)[C:2]1[CH:3]=[CH:4][CH:5]=[CH:6][CH:7]=1. Reactant: [O:1]([CH2:8][C:9]1[CH:18]=[CH:17][C:12]([C:13]([O:15]C)=[O:14])=[CH:11][CH:10]=1)[C:2]1[CH:7]=[CH:6][CH:5]=[CH:4][CH:3]=1.O.O.[OH-].[Li+].Cl. (6) Reactant: [N:1]1([CH2:10][CH2:11][CH2:12][CH2:13][N:14]2[C:18](=[O:19])[CH2:17][O:16][C:15]2=[O:20])[C:9]2[C:4](=[CH:5][CH:6]=[CH:7][CH:8]=2)[CH:3]=[CH:2]1.[CH3:21][NH2:22].ClCCl.CO. Product: [N:1]1([CH2:10][CH2:11][CH2:12][CH2:13][NH:14][C:15](=[O:20])[O:16][CH2:17][C:18]([NH:22][CH3:21])=[O:19])[C:9]2[C:4](=[CH:5][CH:6]=[CH:7][CH:8]=2)[CH:3]=[CH:2]1. The catalyst class is: 7. (7) Reactant: [CH:1]([C:3]1[S:7][C:6]([C:8]([OH:10])=O)=[CH:5][CH:4]=1)=[O:2].[NH2:11][C:12]1[CH:17]=[CH:16][CH:15]=[CH:14][C:13]=1[NH:18][C:19](=[O:25])[O:20][C:21]([CH3:24])([CH3:23])[CH3:22].C(N(CC)CC)C.F[P-](F)(F)(F)(F)F.N1(O[P+](N(C)C)(N(C)C)N(C)C)C2C=CC=CC=2N=N1. Product: [CH:1]([C:3]1[S:7][C:6]([C:8]([NH:11][C:12]2[CH:17]=[CH:16][CH:15]=[CH:14][C:13]=2[NH:18][C:19](=[O:25])[O:20][C:21]([CH3:23])([CH3:22])[CH3:24])=[O:10])=[CH:5][CH:4]=1)=[O:2]. The catalyst class is: 3. (8) Reactant: [CH3:1][O:2][C:3]1[CH:11]=[C:10]2[C:6]([CH:7]=[C:8]([C:12]([NH2:14])=[O:13])[NH:9]2)=[CH:5][CH:4]=1.[Br-:15].[Br-].[Br-].[NH+]1C=CC=CC=1.[NH+]1C=CC=CC=1.[NH+]1C=CC=CC=1. Product: [Br:15][C:7]1[C:6]2[C:10](=[CH:11][C:3]([O:2][CH3:1])=[CH:4][CH:5]=2)[NH:9][C:8]=1[C:12]([NH2:14])=[O:13]. The catalyst class is: 17.